This data is from Experimentally validated miRNA-target interactions with 360,000+ pairs, plus equal number of negative samples. The task is: Binary Classification. Given a miRNA mature sequence and a target amino acid sequence, predict their likelihood of interaction. The miRNA is ssc-miR-421-3p with sequence AUCAACAGACAUUAAUUGGGCGC. The protein sequence of the target gene is MKTVRFNKQALAILAACFIFLLCVVCYFSASSESHNAVVVGERARGHIAVRDVENRHLAEEKHAVIHAKTVGKIERVVSQEKVEILRPARVESKPPGEKTSTEPEETGVGKAPIQTSEGLEKLIGKIHYENKDEENDLRRQKVKEMMIHAWEGYKNYSWGANELRPMSKKPNSQNIFGGSQMPATIVDAADTLFIMDLKDKYKEARDYIENNFSMAKSTSTLSVFETTIRFLGGLLSLYALTQESFYIEKAREVGEALLPAFNTPSGIPKSNLDVASKHASNYGWANGGQSILSEIGSLH.... Result: 0 (no interaction).